Dataset: Catalyst prediction with 721,799 reactions and 888 catalyst types from USPTO. Task: Predict which catalyst facilitates the given reaction. (1) Reactant: [F:1][C:2]1[C:3](=[O:34])[NH:4][CH:5]=[C:6]([C:19]([N:21]2[CH2:26][CH2:25][CH:24]([C:27]3[CH:32]=[CH:31][C:30]([F:33])=[CH:29][CH:28]=3)[CH2:23][CH2:22]2)=[O:20])[C:7]=1[NH:8][C:9]1[CH:17]=[C:16]2[C:12]([CH:13]=[N:14][N:15]2[CH3:18])=[CH:11][CH:10]=1.S(OC)(O[CH3:39])(=O)=O.C(=O)([O-])[O-].[Cs+].[Cs+]. Product: [F:1][C:2]1[C:3](=[O:34])[N:4]([CH3:39])[CH:5]=[C:6]([C:19]([N:21]2[CH2:22][CH2:23][CH:24]([C:27]3[CH:28]=[CH:29][C:30]([F:33])=[CH:31][CH:32]=3)[CH2:25][CH2:26]2)=[O:20])[C:7]=1[NH:8][C:9]1[CH:17]=[C:16]2[C:12]([CH:13]=[N:14][N:15]2[CH3:18])=[CH:11][CH:10]=1. The catalyst class is: 3. (2) Reactant: [NH2:1][C:2]1[CH:7]=[CH:6][C:5]([C:8]([N:10]2[CH2:15][CH2:14][N:13]([CH2:16][CH3:17])[CH2:12][CH2:11]2)=O)=[CH:4][CH:3]=1. Product: [CH2:16]([N:13]1[CH2:14][CH2:15][N:10]([CH2:8][C:5]2[CH:4]=[CH:3][C:2]([NH2:1])=[CH:7][CH:6]=2)[CH2:11][CH2:12]1)[CH3:17]. The catalyst class is: 1. (3) Reactant: [NH:1]1[CH2:6][CH2:5][O:4][C:3]2[CH:7]=[N:8][CH:9]=[CH:10][C:2]1=2.[Cl:11][C:12]1[CH:13]=[C:14]([CH:18]=[CH:19][C:20]=1[O:21][CH3:22])[C:15](Cl)=[O:16].C(N(CC)CC)C.Cl. Product: [Cl:11][C:12]1[CH:13]=[C:14]([C:15]([N:1]2[CH2:6][CH2:5][O:4][C:3]3[CH:7]=[N:8][CH:9]=[CH:10][C:2]2=3)=[O:16])[CH:18]=[CH:19][C:20]=1[O:21][CH3:22]. The catalyst class is: 4. (4) Reactant: Br[C:2]1[CH:7]=[C:6]([C:8]2[CH2:12][C:11]([C:17]3[CH:22]=[C:21]([Cl:23])[C:20]([Cl:24])=[C:19]([Cl:25])[CH:18]=3)([C:13]([F:16])([F:15])[F:14])[O:10][N:9]=2)[CH:5]=[CH:4][C:3]=1[C:26]1([F:35])[CH2:29][N:28]([C:30]([CH:32]2[CH2:34][CH2:33]2)=[O:31])[CH2:27]1.[CH3:36][N:37](C=O)C. Product: [CH:32]1([C:30]([N:28]2[CH2:29][C:26]([C:3]3[CH:4]=[CH:5][C:6]([C:8]4[CH2:12][C:11]([C:17]5[CH:22]=[C:21]([Cl:23])[C:20]([Cl:24])=[C:19]([Cl:25])[CH:18]=5)([C:13]([F:16])([F:15])[F:14])[O:10][N:9]=4)=[CH:7][C:2]=3[C:36]#[N:37])([F:35])[CH2:27]2)=[O:31])[CH2:33][CH2:34]1. The catalyst class is: 257. (5) Reactant: [CH3:1][O:2][C:3](=[O:15])[C:4]1[C:5](=[C:10](I)[CH:11]=[CH:12][CH:13]=1)[C:6]([O:8][CH3:9])=[O:7].[CH3:16][O:17][C:18]1[CH:23]=[CH:22][C:21]([NH2:24])=[CH:20][CH:19]=1.C1C=CC(P(C2C(C3C(P(C4C=CC=CC=4)C4C=CC=CC=4)=CC=C4C=3C=CC=C4)=C3C(C=CC=C3)=CC=2)C2C=CC=CC=2)=CC=1.C(=O)([O-])[O-].[Cs+].[Cs+]. Product: [CH3:1][O:2][C:3](=[O:15])[C:4]1[C:5](=[C:10]([NH:24][C:21]2[CH:22]=[CH:23][C:18]([O:17][CH3:16])=[CH:19][CH:20]=2)[CH:11]=[CH:12][CH:13]=1)[C:6]([O:8][CH3:9])=[O:7]. The catalyst class is: 835.